Predict the reactants needed to synthesize the given product. From a dataset of Full USPTO retrosynthesis dataset with 1.9M reactions from patents (1976-2016). Given the product [Br-:2].[C:14]1([CH:12]([Zn+:1])[CH3:13])[CH:19]=[CH:18][CH:17]=[CH:16][CH:15]=1, predict the reactants needed to synthesize it. The reactants are: [Zn:1].[Br:2]CCBr.Cl[Si](C)(C)C.Br[CH:12]([C:14]1[CH:19]=[CH:18][CH:17]=[CH:16][CH:15]=1)[CH3:13].